Dataset: Reaction yield outcomes from USPTO patents with 853,638 reactions. Task: Predict the reaction yield, written as a fraction of the theoretical maximum amount of product (1.0 means a 100% yield; for example, 0.34 means a 34% yield). (1) The reactants are [CH2:1]([N:8]1[CH2:13][CH2:12][N:11]([CH2:14][CH:15]=[CH:16][C:17]([O:19][CH3:20])=[O:18])[CH2:10][CH2:9]1)[C:2]1[CH:7]=[CH:6][CH:5]=[CH:4][CH:3]=1.[H][H]. The catalyst is CO.[OH-].[OH-].[Pd+2]. The product is [CH2:1]([N:8]1[CH2:9][CH2:10][N:11]([CH2:14][CH2:15][CH2:16][C:17]([O:19][CH3:20])=[O:18])[CH2:12][CH2:13]1)[C:2]1[CH:3]=[CH:4][CH:5]=[CH:6][CH:7]=1. The yield is 0.970. (2) The reactants are [F-].C([N+](CCCC)(CCCC)CCCC)CCC.[CH3:19][O:20][C:21]1[CH:26]=[CH:25][N:24]=[C:23]([C:27]#[C:28][Si](C)(C)C)[N:22]=1.C(=O)([O-])[O-].[K+].[K+]. The catalyst is O1CCCC1.C(O)(=O)C. The product is [C:27]([C:23]1[N:22]=[C:21]([O:20][CH3:19])[CH:26]=[CH:25][N:24]=1)#[CH:28]. The yield is 0.850. (3) The reactants are C(=O)([O-])[O-].[K+].[K+].[C:7]1(B(O)O)[CH:12]=[CH:11][CH:10]=[CH:9][CH:8]=1.[Cl:16][C:17]1[CH:18]=[C:19]([N+:24]([O-:26])=[O:25])[CH:20]=[CH:21][C:22]=1I.C1COCC1. The catalyst is C(Cl)Cl.C1(P(C2C=CC=CC=2)[C-]2C=CC=C2)C=CC=CC=1.[C-]1(P(C2C=CC=CC=2)C2C=CC=CC=2)C=CC=C1.[Fe+2].Cl[Pd]Cl. The yield is 0.970. The product is [Cl:16][C:17]1[CH:18]=[C:19]([N+:24]([O-:26])=[O:25])[CH:20]=[CH:21][C:22]=1[C:7]1[CH:12]=[CH:11][CH:10]=[CH:9][CH:8]=1. (4) The reactants are [Cl:1][C:2]1[N:6]2[CH:7]=[C:8]([CH2:15][CH2:16][CH3:17])[CH:9]=[C:10]([C:11]([F:14])([F:13])[F:12])[C:5]2=[N:4][C:3]=1[C:18]([O:20]C)=[O:19].O.[OH-].[Na+].Cl. The catalyst is O1CCCC1. The product is [Cl:1][C:2]1[N:6]2[CH:7]=[C:8]([CH2:15][CH2:16][CH3:17])[CH:9]=[C:10]([C:11]([F:13])([F:12])[F:14])[C:5]2=[N:4][C:3]=1[C:18]([OH:20])=[O:19]. The yield is 0.970. (5) The reactants are C(OC(=O)[NH:7][C@H:8]1[CH2:13][CH2:12][C@H:11]([CH2:14][CH2:15][N:16]2[CH2:21][CH2:20][CH:19]([C:22]3[C:26]4[CH:27]=[C:28]([F:31])[CH:29]=[CH:30][C:25]=4[O:24][N:23]=3)[CH2:18][CH2:17]2)[CH2:10][CH2:9]1)(C)(C)C.[F:33][C:34]([F:39])([F:38])[C:35]([OH:37])=[O:36].C([O-])(O)=O.[Na+]. The catalyst is ClCCl. The product is [F:33][C:34]([F:39])([F:38])[C:35]([OH:37])=[O:36].[F:31][C:28]1[CH:29]=[CH:30][C:25]2[O:24][N:23]=[C:22]([CH:19]3[CH2:20][CH2:21][N:16]([CH2:15][CH2:14][C@H:11]4[CH2:12][CH2:13][C@H:8]([NH2:7])[CH2:9][CH2:10]4)[CH2:17][CH2:18]3)[C:26]=2[CH:27]=1. The yield is 1.00. (6) The reactants are [NH2:1][CH2:2][C:3]1[CH:4]=[C:5]([C:9]2[CH:14]=[CH:13][C:12]([N:15]3[CH2:19][C@H:18]([CH2:20][NH:21][C:22](=[O:24])[CH3:23])[O:17][C:16]3=[O:25])=[CH:11][C:10]=2[F:26])[CH:6]=[CH:7][CH:8]=1.CCN(C(C)C)C(C)C.Br[CH2:37][C:38]([NH2:40])=[O:39]. The catalyst is CO.ClCCl. The product is [C:22]([NH:21][CH2:20][C@@H:18]1[O:17][C:16](=[O:25])[N:15]([C:12]2[CH:13]=[CH:14][C:9]([C:5]3[CH:6]=[CH:7][CH:8]=[C:3]([CH2:2][NH:1][CH2:37][C:38]([NH2:40])=[O:39])[CH:4]=3)=[C:10]([F:26])[CH:11]=2)[CH2:19]1)(=[O:24])[CH3:23]. The yield is 0.323. (7) The reactants are [C:1]1([C:7]2[O:11][C:10]([CH2:12][CH2:13][C:14]([OH:16])=O)=[N:9][N:8]=2)[CH:6]=[CH:5][CH:4]=[CH:3][CH:2]=1.[CH2:17]([N:22]1[C:30]2[N:29]=[CH:28][NH:27][C:26]=2[C:25](=[O:31])[NH:24]/[C:23]/1=[N:32]\[NH2:33])[CH2:18][CH2:19][CH2:20][CH3:21].F[P-](F)(F)(F)(F)F.N1(O[P+](N(C)C)(N(C)C)N(C)C)C2C=CC=CC=2N=N1.C(N(CC)C(C)C)(C)C. The catalyst is CN(C)C1C=CN=CC=1.CN(C=O)C. The product is [O:31]=[C:25]1[NH:24]/[C:23](=[N:32]\[NH:33][C:14](=[O:16])[CH2:13][CH2:12][C:10]2[O:11][C:7]([C:1]3[CH:2]=[CH:3][CH:4]=[CH:5][CH:6]=3)=[N:8][N:9]=2)/[N:22]([CH2:17][CH2:18][CH2:19][CH2:20][CH3:21])[C:30]2[N:29]=[CH:28][NH:27][C:26]1=2. The yield is 0.485. (8) The reactants are [CH3:1][C:2]1([CH3:14])[O:6][C:5](=[O:7])[NH:4][C@H:3]1[C:8]1[CH:13]=[CH:12][CH:11]=[CH:10][CH:9]=1.Br[C:16]1[CH:25]=[CH:24][C:19]([C:20]([O:22][CH3:23])=[O:21])=[C:18]([CH3:26])[CH:17]=1.P([O-])([O-])([O-])=O.[K+].[K+].[K+].CNCCNC. The catalyst is [Cu]I.O1CCOCC1. The product is [CH3:1][C:2]1([CH3:14])[O:6][C:5](=[O:7])[N:4]([C:16]2[CH:25]=[CH:24][C:19]([C:20]([O:22][CH3:23])=[O:21])=[C:18]([CH3:26])[CH:17]=2)[C@H:3]1[C:8]1[CH:9]=[CH:10][CH:11]=[CH:12][CH:13]=1. The yield is 0.900. (9) The yield is 0.950. The catalyst is CC(O)=O. The reactants are [Cl:1][C:2]1[CH:7]=[CH:6][C:5]([C:8]([CH3:24])([CH3:23])[C:9](=O)[CH2:10][NH:11][C:12]([NH:14][C:15]2[CH:20]=[CH:19][C:18]([F:21])=[CH:17][CH:16]=2)=[S:13])=[CH:4][C:3]=1[O:25][CH3:26].C(OCC)C. The product is [Cl:1][C:2]1[CH:7]=[CH:6][C:5]([C:8]([C:9]2[N:14]([C:15]3[CH:20]=[CH:19][C:18]([F:21])=[CH:17][CH:16]=3)[C:12]([SH:13])=[N:11][CH:10]=2)([CH3:24])[CH3:23])=[CH:4][C:3]=1[O:25][CH3:26]. (10) The product is [OH:35][CH2:34][C:32]1[CH:33]=[C:28]([CH:29]=[C:30]([CH2:36][OH:37])[CH:31]=1)[O:27][CH2:12][CH2:13][O:14][CH2:15][CH2:16][O:17][CH2:18][CH2:19][O:20][CH2:21][CH2:22][C:23]([O:25][CH3:26])=[O:24]. The yield is 0.260. The reactants are S(O[CH2:12][CH2:13][O:14][CH2:15][CH2:16][O:17][CH2:18][CH2:19][O:20][CH2:21][CH2:22][C:23]([O:25][CH3:26])=[O:24])(C1C=CC(C)=CC=1)(=O)=O.[OH:27][C:28]1[CH:29]=[C:30]([CH2:36][OH:37])[CH:31]=[C:32]([CH2:34][OH:35])[CH:33]=1.C(=O)([O-])[O-].[K+].[K+]. The catalyst is CN(C=O)C.